This data is from TCR-epitope binding with 47,182 pairs between 192 epitopes and 23,139 TCRs. The task is: Binary Classification. Given a T-cell receptor sequence (or CDR3 region) and an epitope sequence, predict whether binding occurs between them. (1) The epitope is CINGVCWTV. The TCR CDR3 sequence is CASSYSEVYGYTF. Result: 0 (the TCR does not bind to the epitope). (2) The epitope is YLQPRTFLL. Result: 1 (the TCR binds to the epitope). The TCR CDR3 sequence is CAYLEANSYEQYF. (3) The epitope is LLWNGPMAV. The TCR CDR3 sequence is CASSAGQESYEQYF. Result: 1 (the TCR binds to the epitope). (4) The epitope is LLFGYPVYV. The TCR CDR3 sequence is CSARRDTNEQFF. Result: 0 (the TCR does not bind to the epitope). (5) The epitope is KRWIILGLNK. The TCR CDR3 sequence is CASSPQTAGELFF. Result: 1 (the TCR binds to the epitope).